From a dataset of Reaction yield outcomes from USPTO patents with 853,638 reactions. Predict the reaction yield, written as a fraction of the theoretical maximum amount of product (1.0 means a 100% yield; for example, 0.34 means a 34% yield). (1) The reactants are [F:1][C:2]1[CH:3]=[CH:4][C:5]([O:45]C)=[C:6]([C:8]2[C:16]3[C:15]([NH:17][C@H:18]([C:20]4[N:25]([C:26]5[CH:31]=[CH:30][CH:29]=[CH:28][CH:27]=5)[C:24](=[O:32])[C:23]5=[C:33]([CH3:36])[CH:34]=[CH:35][N:22]5[N:21]=4)[CH3:19])=[N:14][CH:13]=[N:12][C:11]=3[N:10](COCC[Si](C)(C)C)[CH:9]=2)[CH:7]=1.B(Br)(Br)Br.N. No catalyst specified. The product is [F:1][C:2]1[CH:3]=[CH:4][C:5]([OH:45])=[C:6]([C:8]2[C:16]3[C:15]([NH:17][C@H:18]([C:20]4[N:25]([C:26]5[CH:31]=[CH:30][CH:29]=[CH:28][CH:27]=5)[C:24](=[O:32])[C:23]5=[C:33]([CH3:36])[CH:34]=[CH:35][N:22]5[N:21]=4)[CH3:19])=[N:14][CH:13]=[N:12][C:11]=3[NH:10][CH:9]=2)[CH:7]=1. The yield is 0.470. (2) The reactants are [NH:1]1[CH2:6][CH2:5][CH2:4][CH2:3][CH2:2]1.[CH3:7][C:8]1[CH:15]=[CH:14][CH:13]=[CH:12][C:9]=1[CH:10]=O.C([Cl:19])(=O)C. No catalyst specified. The product is [Cl-:19].[CH3:7][C:8]1[CH:15]=[CH:14][CH:13]=[CH:12][C:9]=1[CH:10]=[N+:1]1[CH2:6][CH2:5][CH2:4][CH2:3][CH2:2]1. The yield is 0.650.